Predict the reactants needed to synthesize the given product. From a dataset of Full USPTO retrosynthesis dataset with 1.9M reactions from patents (1976-2016). (1) Given the product [Cl:15][CH2:16][C:17]1[N:9]=[C:7]([C:6]2[CH:10]=[CH:11][C:12]([O:13][CH3:14])=[C:4]([O:3][CH2:1][CH3:2])[CH:5]=2)[O:8][CH:18]=1, predict the reactants needed to synthesize it. The reactants are: [CH2:1]([O:3][C:4]1[CH:5]=[C:6]([CH:10]=[CH:11][C:12]=1[O:13][CH3:14])[C:7]([NH2:9])=[O:8])[CH3:2].[Cl:15][CH2:16][C:17](=O)[CH2:18]Cl. (2) The reactants are: [CH3:1][C:2]1[C:3]([C:16]([C:18]2[CH:23]=[CH:22][C:21]([CH2:24]O)=[CH:20][CH:19]=2)=[CH2:17])=[CH:4][C:5]2[C:6]([CH3:15])([CH3:14])[CH2:7][CH2:8][C:9]([CH3:13])([CH3:12])[C:10]=2[CH:11]=1.CS(Cl)(=O)=O.[NH:31]1[CH2:36][CH2:35][C:34](=[O:37])[NH:33][C:32]1=[O:38].[H-].[Na+]. Given the product [CH3:1][C:2]1[C:3]([C:16]([C:18]2[CH:19]=[CH:20][C:21]([CH2:24][N:33]3[C:34](=[O:37])[CH2:35][CH2:36][NH:31][C:32]3=[O:38])=[CH:22][CH:23]=2)=[CH2:17])=[CH:4][C:5]2[C:6]([CH3:14])([CH3:15])[CH2:7][CH2:8][C:9]([CH3:12])([CH3:13])[C:10]=2[CH:11]=1, predict the reactants needed to synthesize it. (3) Given the product [CH3:17][C:15]1[NH:16][CH:12]=[C:13]([CH3:24])[C:14]=1[CH2:18][CH2:19][C:20]([O:22][CH3:23])=[O:21], predict the reactants needed to synthesize it. The reactants are: C(OC([C:12]1[NH:16][C:15]([CH3:17])=[C:14]([CH2:18][CH2:19][C:20]([O:22][CH3:23])=[O:21])[C:13]=1[CH3:24])=O)(=O)C1C=CC=CC=1.